From a dataset of HIV replication inhibition screening data with 41,000+ compounds from the AIDS Antiviral Screen. Binary Classification. Given a drug SMILES string, predict its activity (active/inactive) in a high-throughput screening assay against a specified biological target. (1) The result is 0 (inactive). The molecule is CCOC(=O)c1cnc2oc(-c3ccc(OC)cc3)nn2c1=O. (2) The drug is CCC1CN2CCC3(c4ccccc4)CC(C(=O)OC)=CC1C23. The result is 0 (inactive). (3) The molecule is O=C(NC(=O)C(Cc1ccccc1)c1ccccc1)C(Cc1ccccc1)c1ccccc1. The result is 0 (inactive). (4) The compound is CCOC(=O)CCC(NC(=O)OCc1ccccc1)C(=O)NNC(=O)OC(C)(C)C. The result is 0 (inactive). (5) The result is 0 (inactive). The drug is CC(=O)NC1=NC(=Cc2cc([N+](=O)[O-])ccc2O)CN1C.